From a dataset of Reaction yield outcomes from USPTO patents with 853,638 reactions. Predict the reaction yield, written as a fraction of the theoretical maximum amount of product (1.0 means a 100% yield; for example, 0.34 means a 34% yield). (1) The reactants are [F:1][C:2]1[CH:10]=[C:9]([O:11][CH3:12])[C:8]([F:13])=[C:7]2[C:3]=1[CH2:4][CH2:5][C:6]2=O.[CH3:15]C(C)([O-])C.[K+].N#N. The catalyst is [Br-].C[P+](C1C=CC=CC=1)(C1C=CC=CC=1)C1C=CC=CC=1.C1COCC1. The product is [F:1][C:2]1[CH:10]=[C:9]([O:11][CH3:12])[C:8]([F:13])=[C:7]2[C:3]=1[CH2:4][CH2:5][C:6]2=[CH2:15]. The yield is 0.880. (2) The reactants are [Li]CCCC.Br[C:7]1[CH:8]=[CH:9][C:10]([C:13]([F:16])([F:15])[F:14])=[N:11][CH:12]=1.[N+:17]([C:20]1[C:21]([CH:30]=[O:31])=[CH:22][CH:23]=[C:24]2[C:29]=1[N:28]=[CH:27][CH:26]=[CH:25]2)([O-:19])=[O:18]. The catalyst is C1COCC1. The product is [N+:17]([C:20]1[C:21]([CH:30]([C:7]2[CH:12]=[N:11][C:10]([C:13]([F:16])([F:15])[F:14])=[CH:9][CH:8]=2)[OH:31])=[CH:22][CH:23]=[C:24]2[C:29]=1[N:28]=[CH:27][CH:26]=[CH:25]2)([O-:19])=[O:18]. The yield is 0.230. (3) The reactants are Br[C:2]1[CH:3]=[C:4]([CH2:9][N:10]([CH3:12])[CH3:11])[CH:5]=[CH:6][C:7]=1[Cl:8].C(=O)([O-])[O-].[Cs+].[Cs+].CC1(C)C(C)(C)OB(/[CH:27]=[CH:28]/[C:29]([O:31][CH2:32][CH3:33])=[O:30])O1. The catalyst is O1CCOCC1.O.CCOC(C)=O.C1C=CC([P]([Pd]([P](C2C=CC=CC=2)(C2C=CC=CC=2)C2C=CC=CC=2)([P](C2C=CC=CC=2)(C2C=CC=CC=2)C2C=CC=CC=2)[P](C2C=CC=CC=2)(C2C=CC=CC=2)C2C=CC=CC=2)(C2C=CC=CC=2)C2C=CC=CC=2)=CC=1. The product is [Cl:8][C:7]1[CH:6]=[CH:5][C:4]([CH2:9][N:10]([CH3:12])[CH3:11])=[CH:3][C:2]=1/[CH:27]=[CH:28]/[C:29]([O:31][CH2:32][CH3:33])=[O:30]. The yield is 0.350. (4) The reactants are [CH2:1]([Li])[CH2:2][CH2:3][CH3:4]. The catalyst is [Br-].C[P+](C1C=CC=CC=1)(C1C=CC=CC=1)C1C=CC=CC=1.C1COCC1. The product is [CH2:4]=[C:3]1[C:4]2([CH2:4][CH2:3][CH2:2][CH2:1]2)[CH:3]2[CH2:1][CH:2]1[CH2:1][CH2:2]2. The yield is 0.917.